The task is: Predict the reactants needed to synthesize the given product.. This data is from Full USPTO retrosynthesis dataset with 1.9M reactions from patents (1976-2016). (1) The reactants are: [CH3:1][C:2]1([CH3:16])[C:6]([CH3:8])([CH3:7])[O:5][B:4]([C:9]2[CH:14]=[CH:13][C:12]([OH:15])=[CH:11][CH:10]=2)[O:3]1.Br[CH2:18][CH2:19][CH2:20][C:21]([O:23][CH2:24][CH3:25])=[O:22].C([O-])([O-])=O.[K+].[K+].[NH4+].[I-]. Given the product [CH3:8][C:6]1([CH3:7])[C:2]([CH3:16])([CH3:1])[O:3][B:4]([C:9]2[CH:14]=[CH:13][C:12]([O:15][CH2:18][CH2:19][CH2:20][C:21]([O:23][CH2:24][CH3:25])=[O:22])=[CH:11][CH:10]=2)[O:5]1, predict the reactants needed to synthesize it. (2) Given the product [CH3:24][N:25]([CH3:32])[CH2:26][C:27]([CH3:31])([CH3:30])[CH2:28][NH:29][C:2]1[N:7]=[C:6]([N:8]2[C:17]3[C:12](=[CH:13][CH:14]=[C:15]([C:18]4[CH:23]=[CH:22][CH:21]=[CH:20][CH:19]=4)[N:16]=3)[CH2:11][CH2:10][CH2:9]2)[CH:5]=[CH:4][N:3]=1, predict the reactants needed to synthesize it. The reactants are: F[C:2]1[N:7]=[C:6]([N:8]2[C:17]3[C:12](=[CH:13][CH:14]=[C:15]([C:18]4[CH:23]=[CH:22][CH:21]=[CH:20][CH:19]=4)[N:16]=3)[CH2:11][CH2:10][CH2:9]2)[CH:5]=[CH:4][N:3]=1.[CH3:24][N:25]([CH3:32])[CH2:26][C:27]([CH3:31])([CH3:30])[CH2:28][NH2:29]. (3) Given the product [CH3:18][C:13]1[CH:14]=[CH:15][CH:16]=[CH:17][C:12]=1[C:11]1[C:6]2[C:5](=[CH:10][CH:9]=[CH:8][CH:7]=2)[C:4](=[O:19])[NH:3][C:20]=1[CH:21]1[CH2:29][CH2:28][N:27]([CH3:30])[CH2:26][CH2:25]1, predict the reactants needed to synthesize it. The reactants are: C([N:3]([CH2:20][CH3:21])[C:4](=[O:19])[C:5]1[CH:10]=[CH:9][CH:8]=[CH:7][C:6]=1[CH2:11][C:12]1[CH:17]=[CH:16][CH:15]=[CH:14][C:13]=1[CH3:18])C.C(C1[CH2:29][CH2:28][N:27]([CH3:30])[CH2:26][CH2:25]1)#N.